This data is from Experimentally validated miRNA-target interactions with 360,000+ pairs, plus equal number of negative samples. The task is: Binary Classification. Given a miRNA mature sequence and a target amino acid sequence, predict their likelihood of interaction. (1) The miRNA is hsa-miR-501-5p with sequence AAUCCUUUGUCCCUGGGUGAGA. The protein sequence of the target gene is MTSLFRRSSSGSGGGGTAGARGGGGGTAAPQELNNSRPARQVRRLEFNQAMDDFKTMFPNMDYDIIECVLRANSGAVDATIDQLLQMNLEGGGSSGGVYEDSSDSEDSIPPEILERTLEPDSSDEEPPPVYSPPAYHMHVFDRPYPLAPPTPPPRIDALGSGAPTSQRRYRNWNPPLLGNLPDDFLRILPQQLDSIQGNAGGPKPGSGEGCPPAMAGPGPGDQESRWKQYLEDERIALFLQNEEFMKELQRNRDFLLALERDRLKYESQKSKSSSVAVGNDFGFSSPVPGTGDANPAVSE.... Result: 0 (no interaction). (2) The miRNA is hsa-miR-31-5p with sequence AGGCAAGAUGCUGGCAUAGCU. The protein sequence of the target gene is MSFVAGVIRRLDETVVNRIAAGEVIQRPANAIKEMIENCLDAKSTSIQVIVKEGGLKLIQIQDNGTGIRKEDLDIVCERFTTSKLQSFEDLASISTYGFRGEALASISHVAHVTITTKTADGKCAYRASYSDGKLKAPPKPCAGNQGTQITVEDLFYNIATRRKALKNPSEEYGKILEVVGRYSVHNAGISFSVKKQGETVADVRTLPNASTVDNIRSIFGNAVSRELIEIGCEDKTLAFKMNGYISNANYSVKKCIFLLFINHRLVESTSLRKAIETVYAAYLPKNTHPFLYLSLEISP.... Result: 1 (interaction). (3) The miRNA is hsa-miR-96-5p with sequence UUUGGCACUAGCACAUUUUUGCU. The protein sequence of the target gene is MAAAAVDSAMEVVPALAEEAAPEVAGLSCLVNLPGEVLEYILCCGSLTAADIGRVSSTCRRLRELCQSSGKVWKEQFRVRWPSLMKHYSPTDYVNWLEEYKVRQKAGLEARKIVASFSKRFFSEHVPCNGFSDIENLEGPEIFFEDELVCILNMEGRKALTWKYYAKKILYYLRQQKILNNLKAFLQQPDDYESYLEGAVYIDQYCNPLSDISLKDIQAQIDSIVELVCKTLRGINSRHPSLAFKAGESSMIMEIELQSQVLDAMNYVLYDQLKFKGNRMDYYNALNLYMHQVLIRRTGI.... Result: 1 (interaction). (4) The miRNA is mmu-miR-532-5p with sequence CAUGCCUUGAGUGUAGGACCGU. The protein sequence of the target gene is MERGKMAEAESLETAAEHERILREIESTDTACIGPTLRSVYDGEEHGRFMEKLETRIRNHDREIEKMCNFHYQGFVDSITELLKVRGEAQKLKNQVTDTNRKLQHEGKELVIAMEELKQCRLQQRNISATVDKLMLCLPVLEMYSKLRDQMKTKRHYPALKTLEHLEHTYLPQVSHYRFCKVMVDNIPKLREEIKDVSMSDLKDFLESIRKHSDKIGETAMKQAQQQRNLDNIVLQQPRIGSKRKSKKDAYIIFDTEIESTSPKSEQDSGILDVEDEEDDEEVPGAQDLVDFSPVYRCLH.... Result: 0 (no interaction).